Dataset: Reaction yield outcomes from USPTO patents with 853,638 reactions. Task: Predict the reaction yield, written as a fraction of the theoretical maximum amount of product (1.0 means a 100% yield; for example, 0.34 means a 34% yield). The reactants are [O:1]([C:8]1[N:13]=[CH:12][C:11]([C:14]([OH:16])=O)=[CH:10][N:9]=1)[C:2]1[CH:7]=[CH:6][CH:5]=[CH:4][CH:3]=1.ON1C2C=CC=CC=2N=N1.Cl.CN(C)CCCN=C=NCC.C(N(CC)CC)C.[NH2:46][CH2:47][C:48]1[C:49]([OH:56])=[N:50][C:51]([CH3:55])=[CH:52][C:53]=1[CH3:54]. The catalyst is ClCCl. The product is [OH:56][C:49]1[C:48]([CH2:47][NH:46][C:14]([C:11]2[CH:12]=[N:13][C:8]([O:1][C:2]3[CH:3]=[CH:4][CH:5]=[CH:6][CH:7]=3)=[N:9][CH:10]=2)=[O:16])=[C:53]([CH3:54])[CH:52]=[C:51]([CH3:55])[N:50]=1. The yield is 0.460.